This data is from Reaction yield outcomes from USPTO patents with 853,638 reactions. The task is: Predict the reaction yield, written as a fraction of the theoretical maximum amount of product (1.0 means a 100% yield; for example, 0.34 means a 34% yield). (1) The reactants are [F:1][C:2]1[C:7]2[O:8][CH2:9][CH2:10][O:11][C:6]=2[CH:5]=[C:4]([OH:12])[CH:3]=1.C([Mg]Cl)(C)C.[C:18]1([CH:24]([C:36]2[CH:41]=[CH:40][CH:39]=[CH:38][CH:37]=2)[N:25]2[C:33]3[C:28](=[CH:29][CH:30]=[CH:31][CH:32]=3)[C:27](=[O:34])[C:26]2=[O:35])[CH:23]=[CH:22][CH:21]=[CH:20][CH:19]=1.[Cl-].[NH4+]. The catalyst is ClCCl.O1CCCC1. The product is [C:36]1([CH:24]([C:18]2[CH:23]=[CH:22][CH:21]=[CH:20][CH:19]=2)[N:25]2[C:33]3[C:28](=[CH:29][CH:30]=[CH:31][CH:32]=3)[C:27]([C:3]3[C:4]([OH:12])=[CH:5][C:6]4[O:11][CH2:10][CH2:9][O:8][C:7]=4[C:2]=3[F:1])([OH:34])[C:26]2=[O:35])[CH:37]=[CH:38][CH:39]=[CH:40][CH:41]=1. The yield is 0.640. (2) The reactants are [CH:1]([NH:4][C:5]1[C:10]([C:11]([NH2:13])=[O:12])=[CH:9][N:8]=[C:7]([S:14][CH3:15])[N:6]=1)([CH3:3])[CH3:2].C1(C2[O:24]N2S(C2C=CC=CC=2)(=O)=O)C=CC=CC=1. The catalyst is C(Cl)(Cl)Cl. The product is [CH:1]([NH:4][C:5]1[C:10]([C:11]([NH2:13])=[O:12])=[CH:9][N:8]=[C:7]([S:14]([CH3:15])=[O:24])[N:6]=1)([CH3:3])[CH3:2]. The yield is 0.920. (3) The reactants are [F:1][C:2]1[CH:7]=[CH:6][C:5]([S:8](Cl)(=[O:10])=[O:9])=[CH:4][CH:3]=1.[C:12]([C:14]1[C:15]([C:30]2[CH:35]=[CH:34][C:33]([C:36]([F:39])([F:38])[F:37])=[CH:32][CH:31]=2)=[CH:16][C:17]([CH2:20][NH:21][C:22]([C@@H:24]2[CH2:28][C@@H:27]([F:29])[CH2:26][NH:25]2)=[O:23])=[N:18][CH:19]=1)#[N:13]. The catalyst is ClCCl. The product is [C:12]([C:14]1[C:15]([C:30]2[CH:35]=[CH:34][C:33]([C:36]([F:38])([F:39])[F:37])=[CH:32][CH:31]=2)=[CH:16][C:17]([CH2:20][NH:21][C:22]([C@@H:24]2[CH2:28][C@@H:27]([F:29])[CH2:26][N:25]2[S:8]([C:5]2[CH:6]=[CH:7][C:2]([F:1])=[CH:3][CH:4]=2)(=[O:10])=[O:9])=[O:23])=[N:18][CH:19]=1)#[N:13]. The yield is 0.280. (4) The reactants are C([O:4][CH2:5][CH2:6][O:7][C:8]1[CH:32]=[CH:31][C:30]([O:33][CH3:34])=[CH:29][C:9]=1[CH2:10][N:11]([C:15]1[CH:20]=[C:19]([F:21])[CH:18]=[CH:17][C:16]=1[O:22][C:23]1[CH:28]=[CH:27][CH:26]=[CH:25][CH:24]=1)[C:12](=[O:14])[CH3:13])C=C.C(OCC)C.C(=O)([O-])O.[Na+]. The catalyst is O1CCCC1.C1C=CC([P]([Pd]([P](C2C=CC=CC=2)(C2C=CC=CC=2)C2C=CC=CC=2)([P](C2C=CC=CC=2)(C2C=CC=CC=2)C2C=CC=CC=2)[P](C2C=CC=CC=2)(C2C=CC=CC=2)C2C=CC=CC=2)(C2C=CC=CC=2)C2C=CC=CC=2)=CC=1. The product is [F:21][C:19]1[CH:18]=[CH:17][C:16]([O:22][C:23]2[CH:24]=[CH:25][CH:26]=[CH:27][CH:28]=2)=[C:15]([N:11]([CH2:10][C:9]2[CH:29]=[C:30]([O:33][CH3:34])[CH:31]=[CH:32][C:8]=2[O:7][CH2:6][CH2:5][OH:4])[C:12](=[O:14])[CH3:13])[CH:20]=1. The yield is 0.840. (5) The reactants are C1C=CC(P(C2C=CC3C(=CC=CC=3)C=2C2C3C(=CC=CC=3)C=CC=2P(C2C=CC=CC=2)C2C=CC=CC=2)C2C=CC=CC=2)=CC=1.CC([O-])(C)C.[Na+].[CH2:53]([C:55]1[CH:56]([C:61]([O:63][CH2:64][CH3:65])=[O:62])[CH2:57][C:58](=[O:60])[CH:59]=1)[CH3:54].CC(O)(C)C. The catalyst is C1(C)C=CC=CC=1.[Cu]Cl. The product is [CH2:53]([C@@H:55]1[CH2:59][C@H:58]([OH:60])[CH2:57][C@@H:56]1[C:61]([O:63][CH2:64][CH3:65])=[O:62])[CH3:54]. The yield is 0.220. (6) The reactants are [H-].[Na+].[CH:3]1([S:6]([NH2:9])(=[O:8])=[O:7])[CH2:5][CH2:4]1.[CH3:10][C:11]1([CH3:39])[C:20]2[C:15](=[CH:16][CH:17]=[C:18]([C:21](O)=[O:22])[CH:19]=2)[NH:14][CH:13]([C:24]2[CH:29]=[CH:28][CH:27]=[C:26]([C:30](=[O:38])[NH:31][C:32]3[CH:37]=[CH:36][CH:35]=[CH:34][CH:33]=3)[CH:25]=2)[CH2:12]1.C(N1C=CN=C1)(N1C=CN=C1)=O. The catalyst is CN(C)C=O.O. The product is [CH:3]1([S:6]([NH:9][C:21]([C:18]2[CH:19]=[C:20]3[C:15](=[CH:16][CH:17]=2)[NH:14][CH:13]([C:24]2[CH:25]=[C:26]([CH:27]=[CH:28][CH:29]=2)[C:30]([NH:31][C:32]2[CH:33]=[CH:34][CH:35]=[CH:36][CH:37]=2)=[O:38])[CH2:12][C:11]3([CH3:39])[CH3:10])=[O:22])(=[O:8])=[O:7])[CH2:5][CH2:4]1. The yield is 0.0600. (7) The reactants are [S-:1][C:2]#[N:3].[K+].[NH2:5][C:6]1[CH:32]=[CH:31][C:9]([O:10][C:11]2[CH:12]=[C:13]([NH:17][C:18](=[O:30])[C:19]3[CH:24]=[CH:23][CH:22]=[C:21]([C:25]4([C:28]#[N:29])[CH2:27][CH2:26]4)[CH:20]=3)[CH:14]=[CH:15][CH:16]=2)=[CH:8][CH:7]=1.BrBr. The catalyst is C(O)(=O)C. The product is [NH2:3][C:2]1[S:1][C:7]2[CH:8]=[C:9]([O:10][C:11]3[CH:12]=[C:13]([NH:17][C:18](=[O:30])[C:19]4[CH:24]=[CH:23][CH:22]=[C:21]([C:25]5([C:28]#[N:29])[CH2:26][CH2:27]5)[CH:20]=4)[CH:14]=[CH:15][CH:16]=3)[CH:31]=[CH:32][C:6]=2[N:5]=1. The yield is 0.780. (8) The product is [C:11]([O:15][C:16]([N:18]1[CH2:23][CH2:22][N:21]([C:8]([C:6]2[CH:5]=[CH:4][CH:3]=[C:2]([Br:1])[N:7]=2)=[O:10])[CH2:20][CH2:19]1)=[O:17])([CH3:14])([CH3:12])[CH3:13]. The reactants are [Br:1][C:2]1[N:7]=[C:6]([C:8]([OH:10])=O)[CH:5]=[CH:4][CH:3]=1.[C:11]([O:15][C:16]([N:18]1[CH2:23][CH2:22][NH:21][CH2:20][CH2:19]1)=[O:17])([CH3:14])([CH3:13])[CH3:12].C1CN([P+](ON2N=NC3C=CC=CC2=3)(N2CCCC2)N2CCCC2)CC1.F[P-](F)(F)(F)(F)F.C1C=CC2N(O)N=NC=2C=1.O.CCN(C(C)C)C(C)C. The catalyst is CN(C=O)C.C(Cl)Cl. The yield is 0.360.